Dataset: Catalyst prediction with 721,799 reactions and 888 catalyst types from USPTO. Task: Predict which catalyst facilitates the given reaction. (1) Reactant: C1(C)C=CC=CC=1.[SH:8][CH2:9][CH2:10][C:11]([O:13][CH3:14])=[O:12].[F:15][C:16]([F:20])([F:19])[CH:17]=[CH2:18]. Product: [F:15][C:16]([F:20])([F:19])[CH2:17][CH2:18][S:8][CH2:9][CH2:10][C:11]([O:13][CH3:14])=[O:12]. The catalyst class is: 6. (2) Reactant: [CH3:1][O:2][C:3]1[CH:16]=[CH:15][C:6]([CH2:7][S:8]([CH2:11][C:12](O)=O)(=[O:10])=[O:9])=[CH:5][C:4]=1[N+:17]([O-:19])=[O:18].[CH3:20][O:21][C:22]1[CH:29]=[C:28]([O:30][CH3:31])[CH:27]=[C:26]([O:32][CH3:33])[C:23]=1C=O.C(N)C1C=CC=CC=1. Product: [CH3:1][O:2][C:3]1[CH:16]=[CH:15][C:6]([CH2:7][S:8](/[CH:11]=[CH:12]/[C:23]2[C:26]([O:32][CH3:33])=[CH:27][C:28]([O:30][CH3:31])=[CH:29][C:22]=2[O:21][CH3:20])(=[O:10])=[O:9])=[CH:5][C:4]=1[N+:17]([O-:19])=[O:18]. The catalyst class is: 15. (3) Product: [Cl:32][C:29]1[CH:30]=[CH:31][C:26]([C:23]([C:20]2[N:19]([C:35]3[CH:36]=[CH:37][C:38]([F:41])=[CH:39][CH:40]=3)[C:18]([S:17][CH2:16][C:12]3[C:13]([F:15])=[CH:14][C:9]([O:8][CH2:7][CH2:6][N:44]([CH3:45])[CH3:43])=[CH:10][C:11]=3[F:42])=[N:22][CH:21]=2)([CH3:25])[CH3:24])=[CH:27][C:28]=1[O:33][CH3:34]. The catalyst class is: 25. Reactant: CS(O[CH2:6][CH2:7][O:8][C:9]1[CH:14]=[C:13]([F:15])[C:12]([CH2:16][S:17][C:18]2[N:19]([C:35]3[CH:40]=[CH:39][C:38]([F:41])=[CH:37][CH:36]=3)[C:20]([C:23]([C:26]3[CH:31]=[CH:30][C:29]([Cl:32])=[C:28]([O:33][CH3:34])[CH:27]=3)([CH3:25])[CH3:24])=[CH:21][N:22]=2)=[C:11]([F:42])[CH:10]=1)(=O)=O.[CH3:43][NH:44][CH3:45].C(NC(C)C)(C)C.CN(C=O)C. (4) Reactant: [Br:1][C:2]1[CH:6]=[N:5][N:4]([CH3:7])[C:3]=1[NH:8][C:9]1[CH:14]=[CH:13][C:12](I)=[CH:11][CH:10]=1.[F:16][C:17]1[CH:18]=[C:19](B(O)O)[CH:20]=[CH:21][C:22]=1[CH3:23].C(=O)([O-])[O-].[Cs+].[Cs+].COCCOC. Product: [Br:1][C:2]1[CH:6]=[N:5][N:4]([CH3:7])[C:3]=1[NH:8][C:9]1[CH:14]=[CH:13][C:12]([C:19]2[CH:20]=[CH:21][C:22]([CH3:23])=[C:17]([F:16])[CH:18]=2)=[CH:11][CH:10]=1. The catalyst class is: 690. (5) Reactant: N1[CH:6]=[C:5]([O:7][C:8]2[CH2:12][CH2:11][O:10][N:9]=2)[CH:4]=[N:3][CH:2]=1.Cl[C:14]1C=CC=C(C(OO)=O)C=1. Product: [N:3]1[CH:2]=[CH:14][CH:6]=[C:5]([O:7][C:8]2[CH2:12][CH2:11][O:10][N:9]=2)[CH:4]=1. The catalyst class is: 2. (6) Product: [CH:1]([C@H:4]1[CH2:8][O:7][C:6](=[O:9])[N:5]1[C:10]1[CH:15]=[CH:14][N:13]=[C:12]([NH:16][C@H:24]([C:26]2[CH:31]=[CH:30][C:29]([C:32]3[CH:33]=[N:34][N:35]([CH3:37])[CH:36]=3)=[CH:28][CH:27]=2)[CH3:25])[N:11]=1)([CH3:2])[CH3:3]. Reactant: [CH:1]([C@H:4]1[CH2:8][O:7][C:6](=[O:9])[N:5]1[C:10]1[CH:15]=[CH:14][N:13]=[C:12]([N:16]([C@H:24]([C:26]2[CH:31]=[CH:30][C:29]([C:32]3[CH:33]=[N:34][N:35]([CH3:37])[CH:36]=3)=[CH:28][CH:27]=2)[CH3:25])C(=O)OC(C)(C)C)[N:11]=1)([CH3:3])[CH3:2].C(O)(C(F)(F)F)=O. The catalyst class is: 2. (7) Reactant: [Br:1][C:2]1[CH:3]=[CH:4][C:5]([Cl:9])=[C:6]([OH:8])[CH:7]=1.Br[CH:11]1[CH2:13][CH2:12]1.C(=O)([O-])[O-].[Cs+].[Cs+].Cl. Product: [Br:1][C:2]1[CH:3]=[CH:4][C:5]([Cl:9])=[C:6]([O:8][CH:11]2[CH2:13][CH2:12]2)[CH:7]=1. The catalyst class is: 80. (8) Product: [C:13]([O:17][C:18]([N:20]1[CH2:24][CH2:23][CH2:22][C@@H:21]1[CH2:25][O:26][C:27]1[CH:28]=[CH:29][C:30]([O:12][C:9]2[CH:10]=[CH:11][C:6]([C:2]3[S:1][CH:5]=[CH:4][N:3]=3)=[CH:7][CH:8]=2)=[CH:31][CH:32]=1)=[O:19])([CH3:16])([CH3:14])[CH3:15]. Reactant: [S:1]1[CH:5]=[CH:4][N:3]=[C:2]1[C:6]1[CH:11]=[CH:10][C:9]([OH:12])=[CH:8][CH:7]=1.[C:13]([O:17][C:18]([N:20]1[CH2:24][CH2:23][CH2:22][C@@H:21]1[CH2:25][O:26][C:27]1[CH:32]=[CH:31][C:30](I)=[CH:29][CH:28]=1)=[O:19])([CH3:16])([CH3:15])[CH3:14].Cl.C(=O)([O-])[O-].[Cs+].[Cs+]. The catalyst class is: 185. (9) Reactant: [Cl:1][CH2:2][CH2:3][CH2:4][O:5][C:6]1[CH:18]=[CH:17][C:9]([C:10]([O:12]CCCCl)=[O:11])=[C:8]([F:19])[CH:7]=1.[OH-].[Na+]. Product: [Cl:1][CH2:2][CH2:3][CH2:4][O:5][C:6]1[CH:18]=[CH:17][C:9]([C:10]([OH:12])=[O:11])=[C:8]([F:19])[CH:7]=1. The catalyst class is: 5. (10) Reactant: C([O:3][C:4]([C:6]1[N:7]=[C:8]([NH:11][C:12](=[O:28])[CH:13]([C:20]2[CH:25]=[CH:24][C:23]([Cl:26])=[C:22]([Cl:27])[CH:21]=2)[CH2:14][CH:15]2[CH2:19][CH2:18][CH2:17][CH2:16]2)[S:9][CH:10]=1)=[O:5])C.[OH-].[Na+]. The catalyst class is: 8. Product: [CH:15]1([CH2:14][CH:13]([C:20]2[CH:25]=[CH:24][C:23]([Cl:26])=[C:22]([Cl:27])[CH:21]=2)[C:12]([NH:11][C:8]2[S:9][CH:10]=[C:6]([C:4]([OH:5])=[O:3])[N:7]=2)=[O:28])[CH2:19][CH2:18][CH2:17][CH2:16]1.